Task: Predict the reactants needed to synthesize the given product.. Dataset: Full USPTO retrosynthesis dataset with 1.9M reactions from patents (1976-2016) (1) The reactants are: F[C:2]1[C:7]([CH3:8])=[C:6]([I:9])[CH:5]=[CH:4][N:3]=1.Cl.[O:11]1CCOCC1.O. Given the product [I:9][C:6]1[CH:5]=[CH:4][NH:3][C:2](=[O:11])[C:7]=1[CH3:8], predict the reactants needed to synthesize it. (2) Given the product [BrH:35].[C:1]([C:4]1[C:9]2[S:10][C:11]([C:14]([NH:16][C:17]3[CH:26]=[CH:25][C:24]4[C:19](=[CH:20][CH:21]=[CH:22][C:23]=4[CH2:27][S:28]([CH3:31])(=[O:29])=[O:30])[N:18]=3)=[O:15])=[C:12]([CH3:13])[C:8]=2[C:7]([CH2:32][O:33][CH3:34])=[CH:6][CH:5]=1)(=[O:3])[CH3:2], predict the reactants needed to synthesize it. The reactants are: [C:1]([C:4]1[C:9]2[S:10][C:11]([C:14]([NH:16][C:17]3[CH:26]=[CH:25][C:24]4[C:19](=[CH:20][CH:21]=[CH:22][C:23]=4[CH2:27][S:28]([CH3:31])(=[O:30])=[O:29])[N:18]=3)=[O:15])=[C:12]([CH3:13])[C:8]=2[C:7]([CH2:32][O:33][CH3:34])=[CH:6][CH:5]=1)(=[O:3])[CH3:2].[BrH:35].